Dataset: Catalyst prediction with 721,799 reactions and 888 catalyst types from USPTO. Task: Predict which catalyst facilitates the given reaction. Reactant: [CH2:1]([O:8][C:9]1[CH:19]=[CH:18][CH:17]=[CH:16][C:10]=1[C:11]([O:13]CC)=[O:12])[C:2]1[CH:7]=[CH:6][CH:5]=[CH:4][CH:3]=1.[OH-].[Na+].CCO. Product: [CH2:1]([O:8][C:9]1[CH:19]=[CH:18][CH:17]=[CH:16][C:10]=1[C:11]([OH:13])=[O:12])[C:2]1[CH:3]=[CH:4][CH:5]=[CH:6][CH:7]=1. The catalyst class is: 6.